Dataset: Forward reaction prediction with 1.9M reactions from USPTO patents (1976-2016). Task: Predict the product of the given reaction. Given the reactants [CH3:1][O:2][C:3]1[CH:4]=[CH:5][C:6]2[N:10]=[CH:9][N:8]([CH3:11])[C:7]=2[CH:12]=1.C([Li])CCC.CON(C)[C:21]([CH:23]1[CH2:28][CH2:27][CH2:26][CH2:25][CH2:24]1)=[O:22].[Cl-].[NH4+], predict the reaction product. The product is: [CH:23]1([C:21]([C:9]2[N:8]([CH3:11])[C:7]3[CH:12]=[C:3]([O:2][CH3:1])[CH:4]=[CH:5][C:6]=3[N:10]=2)=[O:22])[CH2:28][CH2:27][CH2:26][CH2:25][CH2:24]1.